This data is from Forward reaction prediction with 1.9M reactions from USPTO patents (1976-2016). The task is: Predict the product of the given reaction. (1) Given the reactants [Br:1][C:2]1[CH:3]=[CH:4][C:5]2[CH:9]=[C:8]([C:10]([O:12]C)=[O:11])[S:7][C:6]=2[CH:14]=1.O.[OH-].[Li+].O, predict the reaction product. The product is: [Br:1][C:2]1[CH:3]=[CH:4][C:5]2[CH:9]=[C:8]([C:10]([OH:12])=[O:11])[S:7][C:6]=2[CH:14]=1. (2) Given the reactants Br[C:2]1[CH:23]=[CH:22][C:5]2[C:6]3[CH:13]4[N:14]([C:15]([O:17][C:18]([CH3:21])([CH3:20])[CH3:19])=[O:16])[CH:10]([CH2:11][CH2:12]4)[CH2:9][C:7]=3[O:8][C:4]=2[CH:3]=1.[F:24][C:25]1[CH:26]=[CH:27][C:28]([CH2:31][O:32][C:33]2[CH:38]=[CH:37][NH:36][C:35](=[O:39])[CH:34]=2)=[N:29][CH:30]=1, predict the reaction product. The product is: [F:24][C:25]1[CH:26]=[CH:27][C:28]([CH2:31][O:32][C:33]2[CH:38]=[CH:37][N:36]([C:2]3[CH:23]=[CH:22][C:5]4[C:6]5[CH:13]6[N:14]([C:15]([O:17][C:18]([CH3:21])([CH3:20])[CH3:19])=[O:16])[CH:10]([CH2:11][CH2:12]6)[CH2:9][C:7]=5[O:8][C:4]=4[CH:3]=3)[C:35](=[O:39])[CH:34]=2)=[N:29][CH:30]=1. (3) The product is: [ClH:1].[NH2:15][C@H:10]1[CH2:11][CH2:12][CH2:13][CH2:14][N:8]([C:4]2[CH:5]=[CH:6][CH:7]=[C:2]([Cl:1])[CH:3]=2)[C:9]1=[O:23]. Given the reactants [Cl:1][C:2]1[CH:3]=[C:4]([N:8]2[CH2:14][CH2:13][CH2:12][CH2:11][C@H:10]([NH:15]C(=O)OC(C)(C)C)[C:9]2=[O:23])[CH:5]=[CH:6][CH:7]=1.Cl.O1CCOCC1, predict the reaction product. (4) The product is: [F:1][C:2]1[CH:28]=[C:27]([F:29])[CH:26]=[CH:25][C:3]=1[CH2:4][N:5]1[CH2:10][CH2:9][N:8]([C:11]2[N:12]=[C:13]3[CH2:24][CH2:23][N:22]([S:40]([CH3:39])(=[O:42])=[O:41])[CH2:21][C:14]3=[N:15][C:16]=2[NH:17][CH:18]([CH3:20])[CH3:19])[CH2:7][CH2:6]1. Given the reactants [F:1][C:2]1[CH:28]=[C:27]([F:29])[CH:26]=[CH:25][C:3]=1[CH2:4][N:5]1[CH2:10][CH2:9][N:8]([C:11]2[N:12]=[C:13]3[CH2:24][CH2:23][NH:22][CH2:21][C:14]3=[N:15][C:16]=2[NH:17][CH:18]([CH3:20])[CH3:19])[CH2:7][CH2:6]1.CCN(C(C)C)C(C)C.[CH3:39][S:40](Cl)(=[O:42])=[O:41], predict the reaction product. (5) Given the reactants Br[C:2]1[C:7]([O:8][CH3:9])=[C:6]([OH:10])[C:5](Br)=[CH:4][C:3]=1[CH2:12][C:13]([CH3:21])([CH3:20])[CH2:14][C:15]([O:17][CH2:18][CH3:19])=[O:16].C(N(CC)CC)C, predict the reaction product. The product is: [OH:10][C:6]1[CH:5]=[CH:4][C:3]([CH2:12][C:13]([CH3:20])([CH3:21])[CH2:14][C:15]([O:17][CH2:18][CH3:19])=[O:16])=[CH:2][C:7]=1[O:8][CH3:9]. (6) Given the reactants O=[C:2]([CH2:7][CH2:8][C:9]([O:11]C)=O)[C:3]([O:5][CH3:6])=[O:4].[F:13][C:14]([F:25])([F:24])[C:15]1[CH:23]=[CH:22][C:18]([CH2:19][NH:20][NH2:21])=[CH:17][CH:16]=1.NN, predict the reaction product. The product is: [O:11]=[C:9]1[N:20]([CH2:19][C:18]2[CH:17]=[CH:16][C:15]([C:14]([F:13])([F:25])[F:24])=[CH:23][CH:22]=2)[N:21]=[C:2]([C:3]([O:5][CH3:6])=[O:4])[CH2:7][CH2:8]1. (7) Given the reactants C[O:2][C:3](OC)([CH2:20][O:21][CH2:22][CH2:23][CH2:24][CH2:25][CH2:26][CH2:27][CH2:28][CH2:29][CH2:30][CH2:31][CH2:32][CH2:33][CH2:34][CH3:35])[CH2:4][O:5][CH2:6][CH2:7][CH2:8][CH2:9][CH2:10][CH2:11][CH2:12][CH2:13][CH2:14][CH2:15][CH2:16][CH2:17][CH2:18][CH3:19].Cl, predict the reaction product. The product is: [CH2:6]([O:5][CH2:4][C:3](=[O:2])[CH2:20][O:21][CH2:22][CH2:23][CH2:24][CH2:25][CH2:26][CH2:27][CH2:28][CH2:29][CH2:30][CH2:31][CH2:32][CH2:33][CH2:34][CH3:35])[CH2:7][CH2:8][CH2:9][CH2:10][CH2:11][CH2:12][CH2:13][CH2:14][CH2:15][CH2:16][CH2:17][CH2:18][CH3:19]. (8) The product is: [C:20]1([CH2:26][C:27]2[CH:32]=[CH:31][C:30]([S:33]([NH:12][CH2:11][C:4]3[C:5]4[C:10](=[CH:9][CH:8]=[CH:7][CH:6]=4)[N:1]=[CH:2][CH:3]=3)(=[O:35])=[O:34])=[CH:29][CH:28]=2)[CH:25]=[CH:24][CH:23]=[CH:22][CH:21]=1. Given the reactants [N:1]1[C:10]2[C:5](=[CH:6][CH:7]=[CH:8][CH:9]=2)[C:4]([CH2:11][NH2:12])=[CH:3][CH:2]=1.C(NC(C)C)(C)C.[C:20]1([CH2:26][C:27]2[CH:32]=[CH:31][C:30]([S:33](Cl)(=[O:35])=[O:34])=[CH:29][CH:28]=2)[CH:25]=[CH:24][CH:23]=[CH:22][CH:21]=1.CCCCCC.C(OCC)(=O)C, predict the reaction product. (9) Given the reactants N1CCC(=CC2SC3C=CC=CC=3N=2)CC1.[C:17]1([C:23]2[S:24][CH:25]=[C:26]([CH:28]=[C:29]3[CH2:34][CH2:33][NH:32][CH2:31][CH2:30]3)[N:27]=2)[CH:22]=[CH:21][CH:20]=[CH:19][CH:18]=1.Cl[C:36]1[C:41]([N+:42]([O-:44])=[O:43])=[CH:40][CH:39]=[C:38]([CH3:45])[N:37]=1, predict the reaction product. The product is: [CH3:45][C:38]1[N:37]=[C:36]([N:32]2[CH2:33][CH2:34][C:29](=[CH:28][C:26]3[N:27]=[C:23]([C:17]4[CH:18]=[CH:19][CH:20]=[CH:21][CH:22]=4)[S:24][CH:25]=3)[CH2:30][CH2:31]2)[C:41]([N+:42]([O-:44])=[O:43])=[CH:40][CH:39]=1.